Dataset: NCI-60 drug combinations with 297,098 pairs across 59 cell lines. Task: Regression. Given two drug SMILES strings and cell line genomic features, predict the synergy score measuring deviation from expected non-interaction effect. (1) Drug 1: CC(CN1CC(=O)NC(=O)C1)N2CC(=O)NC(=O)C2. Drug 2: C1=CC=C(C(=C1)C(C2=CC=C(C=C2)Cl)C(Cl)Cl)Cl. Cell line: NCI/ADR-RES. Synergy scores: CSS=11.7, Synergy_ZIP=-0.676, Synergy_Bliss=7.08, Synergy_Loewe=6.27, Synergy_HSA=5.90. (2) Drug 1: C1=C(C(=O)NC(=O)N1)F. Drug 2: C1CCC(C(C1)N)N.C(=O)(C(=O)[O-])[O-].[Pt+4]. Cell line: RPMI-8226. Synergy scores: CSS=81.7, Synergy_ZIP=-11.0, Synergy_Bliss=-18.4, Synergy_Loewe=-12.8, Synergy_HSA=-12.4. (3) Drug 1: CC1C(C(CC(O1)OC2CC(CC3=C2C(=C4C(=C3O)C(=O)C5=C(C4=O)C(=CC=C5)OC)O)(C(=O)C)O)N)O.Cl. Drug 2: CN1C(=O)N2C=NC(=C2N=N1)C(=O)N. Cell line: SF-268. Synergy scores: CSS=13.6, Synergy_ZIP=-6.67, Synergy_Bliss=0.269, Synergy_Loewe=-18.3, Synergy_HSA=-2.29.